From a dataset of Reaction yield outcomes from USPTO patents with 853,638 reactions. Predict the reaction yield, written as a fraction of the theoretical maximum amount of product (1.0 means a 100% yield; for example, 0.34 means a 34% yield). (1) The yield is 0.630. The reactants are [Cl:1][C:2]1[CH:10]=[CH:9][C:5]([CH2:6][C:7]#[N:8])=[C:4]([O:11][CH3:12])[CH:3]=1.[Cl:13][C:14]1[CH:15]=[C:16]([CH:19]=[CH:20][CH:21]=1)[CH:17]=O.C[O-].[Na+]. The catalyst is CO. The product is [Cl:1][C:2]1[CH:10]=[CH:9][C:5](/[C:6](=[CH:17]/[C:16]2[CH:19]=[CH:20][CH:21]=[C:14]([Cl:13])[CH:15]=2)/[C:7]#[N:8])=[C:4]([O:11][CH3:12])[CH:3]=1. (2) The reactants are [CH2:1]([O:5][C:6]1[C:15]2[C:10](=[CH:11][CH:12]=[C:13]([C:16]3[S:17][CH:18]=[C:19]([C:21](O)=[O:22])[N:20]=3)[CH:14]=2)[C:9](=[O:24])[N:8]([CH2:25][CH:26]([CH3:28])[CH3:27])[C:7]=1[CH2:29][NH:30][C:31]([O:33][C:34]([CH3:37])([CH3:36])[CH3:35])=[O:32])[CH2:2][CH2:3][CH3:4].Cl.C([N:41]=C=NCCCN(C)C)C.[NH4+].ON1C2C=CC=CC=2N=N1.O. The catalyst is CN(C)C=O. The product is [NH2:41][C:21]([C:19]1[N:20]=[C:16]([C:13]2[CH:14]=[C:15]3[C:10](=[CH:11][CH:12]=2)[C:9](=[O:24])[N:8]([CH2:25][CH:26]([CH3:27])[CH3:28])[C:7]([CH2:29][NH:30][C:31](=[O:32])[O:33][C:34]([CH3:37])([CH3:36])[CH3:35])=[C:6]3[O:5][CH2:1][CH2:2][CH2:3][CH3:4])[S:17][CH:18]=1)=[O:22]. The yield is 0.937. (3) The reactants are Br[C:2]1[C:22]([F:23])=[CH:21][C:5]2[O:6][C:7]([C:15]3[CH:20]=[CH:19][CH:18]=[CH:17][CH:16]=3)([C:9]3[CH:14]=[CH:13][CH:12]=[CH:11][CH:10]=3)[O:8][C:4]=2[CH:3]=1.C([Li])CCC.[N:29]1([C:35](Cl)=[O:36])[CH2:34][CH2:33][O:32][CH2:31][CH2:30]1.C(=O)(O)[O-].[Na+]. The catalyst is C(OCC)C. The product is [F:23][C:22]1[C:2]([C:35]([N:29]2[CH2:34][CH2:33][O:32][CH2:31][CH2:30]2)=[O:36])=[CH:3][C:4]2[O:8][C:7]([C:15]3[CH:20]=[CH:19][CH:18]=[CH:17][CH:16]=3)([C:9]3[CH:14]=[CH:13][CH:12]=[CH:11][CH:10]=3)[O:6][C:5]=2[CH:21]=1. The yield is 0.680. (4) The reactants are N[C:2]1[CH:3]=[C:4]([C:9](=[O:11])[CH3:10])[CH:5]=[CH:6][C:7]=1[F:8].S(=O)(=O)(O)[OH:13].[N+]([O-])([O-])=O.[Na+].CCOC(C)=O. The catalyst is O. The product is [F:8][C:7]1[CH:6]=[CH:5][C:4]([C:9](=[O:11])[CH3:10])=[CH:3][C:2]=1[OH:13]. The yield is 0.190. (5) The reactants are [Br:1][C:2]1[CH:3]=[N:4][N:5]([CH3:23])[C:6]=1[C:7]1[CH:8]=[C:9]([NH2:22])[CH:10]=[CH:11][C:12]=1[O:13][CH2:14][CH2:15][N:16]1[CH2:19][CH:18]([O:20][CH3:21])[CH2:17]1.N1C=CC=CC=1.[C:30](Cl)(=[O:35])[CH2:31][CH:32]([CH3:34])[CH3:33]. The catalyst is C(Cl)Cl. The product is [Br:1][C:2]1[CH:3]=[N:4][N:5]([CH3:23])[C:6]=1[C:7]1[CH:8]=[C:9]([NH:22][C:30](=[O:35])[CH2:31][CH:32]([CH3:34])[CH3:33])[CH:10]=[CH:11][C:12]=1[O:13][CH2:14][CH2:15][N:16]1[CH2:17][CH:18]([O:20][CH3:21])[CH2:19]1. The yield is 0.730. (6) The reactants are [C:1]([O:5][C:6]([N:8]1[CH2:18][CH2:17][C:11]2[N:12]=[C:13]([NH2:16])[N:14]=[CH:15][C:10]=2[CH2:9]1)=[O:7])([CH3:4])([CH3:3])[CH3:2].Br[C:20]1[CH:21]=[C:22]([O:30][CH3:31])[C:23]([O:28][CH3:29])=[C:24]([O:26][CH3:27])[CH:25]=1.CC(C1C=C(C(C)C)C(C2C(P(C3CCCCC3)C3CCCCC3)=C(OC)C=CC=2OC)=C(C(C)C)C=1)C.C(=O)([O-])[O-].[Cs+].[Cs+]. The catalyst is CC(O)(C)C.CCOC(C)=O. The product is [C:1]([O:5][C:6]([N:8]1[CH2:18][CH2:17][C:11]2[N:12]=[C:13]([NH:16][C:20]3[CH:21]=[C:22]([O:30][CH3:31])[C:23]([O:28][CH3:29])=[C:24]([O:26][CH3:27])[CH:25]=3)[N:14]=[CH:15][C:10]=2[CH2:9]1)=[O:7])([CH3:4])([CH3:2])[CH3:3]. The yield is 0.790.